This data is from Catalyst prediction with 721,799 reactions and 888 catalyst types from USPTO. The task is: Predict which catalyst facilitates the given reaction. (1) Reactant: [C:1]([O:7][CH2:8][CH3:9])(=[O:6])[CH2:2][C:3]([CH3:5])=O.[Cl:10][C:11]1[CH:18]=[CH:17][CH:16]=[CH:15][C:12]=1[CH:13]=O.[NH4+:19].[OH-:20]. Product: [Cl:10][C:11]1[CH:18]=[CH:17][CH:16]=[CH:15][C:12]=1[CH:13]1[C:2]([C:1]([O:7][CH2:8][CH3:9])=[O:6])=[C:3]([CH3:5])[NH:19][C:3]([CH3:5])=[C:2]1[C:1]([O:7][CH2:8][CH3:9])=[O:20]. The catalyst class is: 14. (2) Reactant: [O:1]=[C:2]1[NH:6][C:5](=[O:7])[C:4](=[CH:8][C:9]2[O:13][C:12]([C:14]3[CH:22]=[CH:21][C:17]([C:18]([OH:20])=O)=[CH:16][CH:15]=3)=[CH:11][CH:10]=2)[S:3]1.CN(C(ON1N=NC2C=CC=CC1=2)=[N+](C)C)C.F[P-](F)(F)(F)(F)F.CCN(C(C)C)C(C)C.[CH3:56][N:57]1[CH2:63][CH2:62][CH2:61][NH:60][CH2:59][CH2:58]1. Product: [CH3:56][N:57]1[CH2:63][CH2:62][CH2:61][N:60]([C:18]([C:17]2[CH:16]=[CH:15][C:14]([C:12]3[O:13][C:9]([CH:8]=[C:4]4[S:3][C:2](=[O:1])[NH:6][C:5]4=[O:7])=[CH:10][CH:11]=3)=[CH:22][CH:21]=2)=[O:20])[CH2:59][CH2:58]1. The catalyst class is: 179. (3) Reactant: O.O.[Sn](Cl)Cl.[Cl:6][CH2:7][CH2:8][N:9]([CH2:22][CH2:23][Cl:24])[CH2:10][CH2:11][O:12][C:13]1[CH:18]=[CH:17][CH:16]=[C:15]([N+:19]([O-])=O)[CH:14]=1.[NH4+].[OH-]. Product: [Cl:6][CH2:7][CH2:8][N:9]([CH2:22][CH2:23][Cl:24])[CH2:10][CH2:11][O:12][C:13]1[CH:18]=[CH:17][CH:16]=[C:15]([NH2:19])[CH:14]=1. The catalyst class is: 33.